Dataset: Forward reaction prediction with 1.9M reactions from USPTO patents (1976-2016). Task: Predict the product of the given reaction. (1) Given the reactants [C:1]([C:3]1[CH:4]=[C:5]([F:32])[C:6]([NH:19][C@H:20]2[CH:25]3[CH2:26][CH2:27][CH:22]([CH2:23][CH2:24]3)[C@@H:21]2[C:28]([O:30]C)=[O:29])=[N:7][C:8]=1[C:9]1[C:17]2[C:12](=[N:13][CH:14]=[C:15]([F:18])[CH:16]=2)[NH:11][N:10]=1)#[N:2].O.[OH-].[Li+].Cl, predict the reaction product. The product is: [C:1]([C:3]1[CH:4]=[C:5]([F:32])[C:6]([NH:19][C@H:20]2[CH:25]3[CH2:24][CH2:23][CH:22]([CH2:27][CH2:26]3)[C@@H:21]2[C:28]([OH:30])=[O:29])=[N:7][C:8]=1[C:9]1[C:17]2[C:12](=[N:13][CH:14]=[C:15]([F:18])[CH:16]=2)[NH:11][N:10]=1)#[N:2]. (2) Given the reactants [NH2:1][CH:2]1[C:8](=[O:9])[NH:7][C:6]2[CH:10]=[CH:11][CH:12]=[CH:13][C:5]=2[C:4]([C:14]2[C:19]([CH2:20][N:21]3[CH2:26][CH2:25][O:24][CH2:23][CH2:22]3)=[CH:18][C:17]([Cl:27])=[CH:16][C:15]=2[Cl:28])=[N:3]1.[F:29][C:30]1[CH:31]=[CH:32][C:33]([O:39][CH2:40][CH2:41][O:42][CH3:43])=[C:34]([CH:38]=1)[C:35](O)=[O:36], predict the reaction product. The product is: [Cl:28][C:15]1[CH:16]=[C:17]([Cl:27])[CH:18]=[C:19]([CH2:20][N:21]2[CH2:22][CH2:23][O:24][CH2:25][CH2:26]2)[C:14]=1[C:4]1[C:5]2[CH:13]=[CH:12][CH:11]=[CH:10][C:6]=2[NH:7][C:8](=[O:9])[CH:2]([NH:1][C:35](=[O:36])[C:34]2[CH:38]=[C:30]([F:29])[CH:31]=[CH:32][C:33]=2[O:39][CH2:40][CH2:41][O:42][CH3:43])[N:3]=1.